Dataset: Full USPTO retrosynthesis dataset with 1.9M reactions from patents (1976-2016). Task: Predict the reactants needed to synthesize the given product. (1) Given the product [C:1]([O:5][C:6](=[O:28])[NH:7][CH2:8][CH:9]1[CH2:14][S:41](=[O:43])(=[O:40])[C:12]2[CH:15]=[C:16]([F:27])[CH:17]=[C:18]([C:19]3[C:24]([Cl:25])=[CH:23][CH:22]=[CH:21][C:20]=3[Cl:26])[C:11]=2[O:10]1)([CH3:2])([CH3:3])[CH3:4], predict the reactants needed to synthesize it. The reactants are: [C:1]([O:5][C:6](=[O:28])[NH:7][CH2:8][CH:9]1[CH2:14]S[C:12]2[CH:15]=[C:16]([F:27])[CH:17]=[C:18]([C:19]3[C:24]([Cl:25])=[CH:23][CH:22]=[CH:21][C:20]=3[Cl:26])[C:11]=2[O:10]1)([CH3:4])([CH3:3])[CH3:2].C1C=C(Cl)C=C(C(OO)=O)C=1.[O-:40][S:41]([O-:43])=O.[Na+].[Na+]. (2) Given the product [CH3:30][N:13]1[C:12]2[CH:31]=[CH:32][C:9]([C:7]([NH:6][C@@H:4]([CH3:5])[C:3]([OH:33])=[O:2])=[O:8])=[CH:10][C:11]=2[N:15]=[C:14]1[NH:16][C:17]1[S:18][C:19]2[CH:25]=[C:24]([C:26]([F:29])([F:28])[F:27])[CH:23]=[CH:22][C:20]=2[N:21]=1, predict the reactants needed to synthesize it. The reactants are: C[O:2][C:3](=[O:33])[C@@H:4]([NH:6][C:7]([C:9]1[CH:32]=[CH:31][C:12]2[N:13]([CH3:30])[C:14]([NH:16][C:17]3[S:18][C:19]4[CH:25]=[C:24]([C:26]([F:29])([F:28])[F:27])[CH:23]=[CH:22][C:20]=4[N:21]=3)=[N:15][C:11]=2[CH:10]=1)=[O:8])[CH3:5].[OH-].[Li+]. (3) Given the product [CH2:17]([O:19][C:20](=[O:41])[CH2:21][CH2:22][C:23]1[CH:28]=[CH:27][C:26]([O:29][CH2:30][CH2:31][C@@H:32]([O:8][C:5]2[CH:6]=[CH:7][C:2]([Cl:1])=[CH:3][C:4]=2[O:9][C:10]2[CH:15]=[CH:14][CH:13]=[C:12]([F:16])[CH:11]=2)[CH3:33])=[CH:25][C:24]=1[CH2:39][CH3:40])[CH3:18], predict the reactants needed to synthesize it. The reactants are: [Cl:1][C:2]1[CH:7]=[CH:6][C:5]([OH:8])=[C:4]([O:9][C:10]2[CH:15]=[CH:14][CH:13]=[C:12]([F:16])[CH:11]=2)[CH:3]=1.[CH2:17]([O:19][C:20](=[O:41])[CH2:21][CH2:22][C:23]1[CH:28]=[CH:27][C:26]([O:29][CH2:30][CH2:31][CH:32](OS(C)(=O)=O)[CH3:33])=[CH:25][C:24]=1[CH2:39][CH3:40])[CH3:18]. (4) Given the product [CH3:24][O:23][C:22]1[C:17]([O:16][CH2:15][CH2:14][CH2:13][C:11]2[C:10]([CH:30]([CH3:32])[CH3:31])=[N:9][N:8]([C:5]3[CH:4]=[CH:3][C:2]([NH:1][C:38](=[O:41])[CH2:39][CH3:40])=[CH:7][N:6]=3)[CH:12]=2)=[C:18]([CH2:25][C:26]([OH:28])=[O:27])[CH:19]=[CH:20][CH:21]=1, predict the reactants needed to synthesize it. The reactants are: [NH2:1][C:2]1[CH:3]=[CH:4][C:5]([N:8]2[CH:12]=[C:11]([CH2:13][CH2:14][CH2:15][O:16][C:17]3[C:22]([O:23][CH3:24])=[CH:21][CH:20]=[CH:19][C:18]=3[CH2:25][C:26]([O:28]C)=[O:27])[C:10]([CH:30]([CH3:32])[CH3:31])=[N:9]2)=[N:6][CH:7]=1.CN(C)C=O.[C:38](Cl)(=[O:41])[CH2:39][CH3:40]. (5) The reactants are: [F:1][C:2]1[CH:7]=[CH:6][C:5]([OH:8])=[C:4]([C:9]([OH:17])([CH3:16])[CH2:10][N:11]2[CH:15]=[CH:14][N:13]=[CH:12]2)[CH:3]=1.[Cl:18][C:19]1[CH:26]=[C:25]([Cl:27])[CH:24]=[CH:23][C:20]=1[CH2:21]Cl. Given the product [Cl:18][C:19]1[CH:26]=[C:25]([Cl:27])[CH:24]=[CH:23][C:20]=1[CH2:21][O:8][C:5]1[CH:6]=[CH:7][C:2]([F:1])=[CH:3][C:4]=1[C:9]([OH:17])([CH3:16])[CH2:10][N:11]1[CH:15]=[CH:14][N:13]=[CH:12]1, predict the reactants needed to synthesize it. (6) The reactants are: [F:1][C:2]1[CH:3]=[C:4]([C:9]2[N:14]=[C:13]3[C:15]([CH2:18]C(O)=O)=[CH:16][O:17][C:12]3=[CH:11][CH:10]=2)[CH:5]=[C:6]([F:8])[CH:7]=1.C(Cl)(=O)[C:23](Cl)=[O:24].[N-]=[N+]=[N-].[Na+].B(Cl)(Cl)Cl.C[N:37]([CH:39]=[O:40])C. Given the product [NH4+:14].[OH-:17].[F:8][C:6]1[CH:5]=[C:4]([C:9]2[N:14]=[C:13]3[C:15]([CH2:18][NH:37][C:39](=[O:40])[O:24][CH3:23])=[CH:16][O:17][C:12]3=[CH:11][CH:10]=2)[CH:3]=[C:2]([F:1])[CH:7]=1, predict the reactants needed to synthesize it. (7) Given the product [Br:10][C:11]1[C:12]([N:27]2[CH2:28][C:29]([F:32])([F:31])[CH2:30]2)=[C:13]([C@H:19]([OH:26])[C:20]([O:22][CH:23]([CH3:25])[CH3:24])=[O:21])[C:14]([CH3:18])=[N:15][C:16]=1[CH3:17], predict the reactants needed to synthesize it. The reactants are: O1C2C=CC=CC=2OB1.[Br:10][C:11]1[C:12]([N:27]2[CH2:30][C:29]([F:32])([F:31])[CH2:28]2)=[C:13]([C:19](=[O:26])[C:20]([O:22][CH:23]([CH3:25])[CH3:24])=[O:21])[C:14]([CH3:18])=[N:15][C:16]=1[CH3:17].CB1N2CCC[C@@H]2C(C2C=CC=CC=2)(C2C=CC=CC=2)O1. (8) Given the product [F:1][C:2]1[CH:14]=[N:13][CH:12]=[CH:11][C:3]=1[C:4]1[S:24][C:8]([CH3:9])=[CH:7][N:6]=1, predict the reactants needed to synthesize it. The reactants are: [F:1][C:2]1[CH:14]=[N:13][CH:12]=[CH:11][C:3]=1[C:4]([NH:6][CH2:7][C:8](=O)[CH3:9])=O.COC1C=CC(P2(=S)SP(=S)(C3C=CC(OC)=CC=3)[S:24]2)=CC=1. (9) The reactants are: C(OC([N:8]1[CH:13]2[CH2:14][CH2:15][CH:9]1[CH2:10][CH:11]([CH:16]1[C:29]3[CH:28]=[CH:27][C:26]([C:30](=[NH:36])[N:31]([CH2:34][CH3:35])[CH2:32][CH3:33])=[CH:25][C:24]=3[O:23][C:22]3[C:17]1=[CH:18][CH:19]=[CH:20][CH:21]=3)[CH2:12]2)=O)(C)(C)C.O.[C:38]([OH:44])([C:40]([F:43])([F:42])[F:41])=[O:39]. Given the product [CH:13]12[NH:8][CH:9]([CH2:15][CH2:14]1)[CH2:10][CH:11]([CH:16]1[C:29]3[CH:28]=[CH:27][C:26]([C:30]([N:31]([CH2:34][CH3:35])[CH2:32][CH3:33])=[NH:36])=[CH:25][C:24]=3[O:23][C:22]3[C:17]1=[CH:18][CH:19]=[CH:20][CH:21]=3)[CH2:12]2.[C:38]([OH:44])([C:40]([F:43])([F:42])[F:41])=[O:39], predict the reactants needed to synthesize it.